From a dataset of Experimentally validated miRNA-target interactions with 360,000+ pairs, plus equal number of negative samples. Binary Classification. Given a miRNA mature sequence and a target amino acid sequence, predict their likelihood of interaction. (1) The miRNA is hsa-miR-3150a-5p with sequence CAACCUCGACGAUCUCCUCAGC. The protein sequence of the target gene is MKCLITGGNVKVLGKAVHSLSRIGDELYLEPLKDGLSLRTVNSSRSAYACFLFAPLFFQQYQAASPGQDLLRCKILMKAFLSVFRSLAIVEKSVEKCCISLSGSHSHLVVQLHCKYGVKKTHNLSFQDCESLQAVFDPASCPHLLRTPARVLAEAVLSFPLALTEVTLGIGRGRRVILRSYQEEEADSTSKAMVTETSIGDEDFQQLHAPEGIAVTFCLKEFRGLLSFAESANLPLTIHFDVPGRPVIFTIEDSLLDAHFVLATLLEQDSCSQGPCSPKPHQPVPQKQAHSTPHLDDFTS.... Result: 0 (no interaction). (2) The miRNA is hsa-miR-1264 with sequence CAAGUCUUAUUUGAGCACCUGUU. The protein sequence of the target gene is MVRTDGHTLSEKRNYQVTNSMFGASRKKFVEGVDSDYHDENMYYSQSSMFPHRSEKDMLASPSTSGQLSQFGASLYGQQSALGLPMRGMSNNTPQLNRSLSQGTQLPSHVTPTTGVPTMSLHTPPSPSRGILPMNPRNMMNHSQVGQGIGIPSRTNSMSSSGLGSPNRSSPSIICMPKQQPSRQPFTVNSMSGFGMNRNQAFGMNNSLSSNIFNGTDGSENVTGLDLSDFPALADRNRREGSGNPTPLINPLAGRAPYVGMVTKPANEQSQDFSIHNEDFPALPGSSYKDPTSSNDDSKS.... Result: 1 (interaction). (3) Result: 1 (interaction). The miRNA is hsa-miR-4289 with sequence GCAUUGUGCAGGGCUAUCA. The protein sequence of the target gene is MSAKPEVSLVREASRQIVAGGSAGLVEICLMHPLDVVKTRFQIQRCATDPNSYKSLVDSFRMIFQMEGLFGFYKGILPPILAETPKRAVKFFTFEQYKKLLGYVSLSPALTFAIAGLGSGLTEAIVVNPFEVVKVGLQANRNTFAEQPSTVGYARQIIKKEGWGLQGLNKGLTATLGRHGVFNMVYFGFYYNVKNMIPVNKDPILEFWRKFGIGLLSGTIASVINIPFDVAKSRIQGPQPVPGEIKYRTCFKTMATVYQEEGILALYKGLLPKIMRLGPGGAVMLLVYEYTYSWLQENW.